From a dataset of Reaction yield outcomes from USPTO patents with 853,638 reactions. Predict the reaction yield, written as a fraction of the theoretical maximum amount of product (1.0 means a 100% yield; for example, 0.34 means a 34% yield). The reactants are [CH3:1][C:2]1[C:11]2[C:6](=[CH:7][CH:8]=[CH:9][CH:10]=2)[CH:5]=[CH:4][N:3]=1.CO. The catalyst is C1COCC1.Cl.CCOCC. The product is [CH3:1][CH:2]1[C:11]2[C:6](=[CH:7][CH:8]=[CH:9][CH:10]=2)[CH2:5][CH2:4][NH:3]1. The yield is 0.770.